From a dataset of Forward reaction prediction with 1.9M reactions from USPTO patents (1976-2016). Predict the product of the given reaction. (1) Given the reactants [O:1]1[CH2:6][CH2:5][CH:4]([C:7]([C:9]2[S:13][C:12]([NH2:14])=[N:11][C:10]=2[C:15]2[O:16][CH:17]=[CH:18][CH:19]=2)=[O:8])[CH2:3][CH2:2]1.[C:20](O)(=[O:27])[C:21]1[CH:26]=[CH:25][N:24]=[CH:23][CH:22]=1.CCN=C=NCCCN(C)C.Cl.O.ON1C2C=CC=CC=2N=N1.C(=O)([O-])O.[Na+], predict the reaction product. The product is: [O:16]1[CH:17]=[CH:18][CH:19]=[C:15]1[C:10]1[N:11]=[C:12]([NH:14][C:20]([C:21]2[CH:26]=[CH:25][N:24]=[CH:23][CH:22]=2)=[O:27])[S:13][C:9]=1[C:7]([CH:4]1[CH2:5][CH2:6][O:1][CH2:2][CH2:3]1)=[O:8]. (2) Given the reactants [OH:1][C:2]1[CH:11]=[CH:10][C:9]([C:12]#[N:13])=[CH:8][C:3]=1[C:4]([O:6][CH3:7])=[O:5].[I:14]N1C(=O)CCC1=O, predict the reaction product. The product is: [C:12]([C:9]1[CH:10]=[C:11]([I:14])[C:2]([OH:1])=[C:3]([CH:8]=1)[C:4]([O:6][CH3:7])=[O:5])#[N:13].